From a dataset of Reaction yield outcomes from USPTO patents with 853,638 reactions. Predict the reaction yield, written as a fraction of the theoretical maximum amount of product (1.0 means a 100% yield; for example, 0.34 means a 34% yield). (1) No catalyst specified. The yield is 1.00. The reactants are [Cl:1][C:2]1[C:3]([C:32]2[C:40]3[C:35](=[CH:36][CH:37]=[CH:38][CH:39]=3)[NH:34][CH:33]=2)=[N:4][C:5]([NH:8][C@@H:9]2[CH2:14][CH2:13][CH2:12][C@H:11]([NH:15][C:16]([C:18]3[CH:23]=[CH:22][C:21]([NH:24]C(=O)OC(C)(C)C)=[CH:20][CH:19]=3)=[O:17])[CH2:10]2)=[N:6][CH:7]=1.C(O)(C(F)(F)F)=O. The product is [NH2:24][C:21]1[CH:22]=[CH:23][C:18]([C:16]([NH:15][C@H:11]2[CH2:12][CH2:13][CH2:14][C@@H:9]([NH:8][C:5]3[N:4]=[C:3]([C:32]4[C:40]5[C:35](=[CH:36][CH:37]=[CH:38][CH:39]=5)[NH:34][CH:33]=4)[C:2]([Cl:1])=[CH:7][N:6]=3)[CH2:10]2)=[O:17])=[CH:19][CH:20]=1. (2) The reactants are [BH4-].[Na+].[CH3:3][C:4]([S@:7]([N:9]=[C:10]1[C:18]2[C:13](=[CH:14][CH:15]=[C:16]([C:19]([F:22])([F:21])[F:20])[CH:17]=2)[CH2:12][CH2:11]1)=[O:8])([CH3:6])[CH3:5].C1COCC1.CO. The catalyst is C(=O)=O. The product is [CH3:6][C:4]([S@:7]([NH:9][C@H:10]1[C:18]2[C:13](=[CH:14][CH:15]=[C:16]([C:19]([F:20])([F:21])[F:22])[CH:17]=2)[CH2:12][CH2:11]1)=[O:8])([CH3:3])[CH3:5]. The yield is 0.267.